This data is from Reaction yield outcomes from USPTO patents with 853,638 reactions. The task is: Predict the reaction yield, written as a fraction of the theoretical maximum amount of product (1.0 means a 100% yield; for example, 0.34 means a 34% yield). (1) The reactants are [N+:1]([C:4]1[CH:5]=[C:6]2[C:11](=[CH:12][CH:13]=1)[N:10]=[C:9]([O:14]C(=O)C)[CH:8]=[CH:7]2)([O-:3])=[O:2].C([O-])([O-])=O.[K+].[K+]. The catalyst is CO. The product is [N+:1]([C:4]1[CH:5]=[C:6]2[C:11](=[CH:12][CH:13]=1)[NH:10][C:9](=[O:14])[CH:8]=[CH:7]2)([O-:3])=[O:2]. The yield is 0.940. (2) The reactants are Cl[C:2]1[N:7]=[C:6]([C:8]2[S:12][C:11]([N:13]3[CH2:18][C@H:17]([CH3:19])[O:16][C@H:15]([CH3:20])[CH2:14]3)=[N:10][C:9]=2[C:21]2[C:22]([F:39])=[C:23]([NH:27][S:28]([C:31]3[CH:36]=[C:35]([F:37])[CH:34]=[CH:33][C:32]=3[F:38])(=[O:30])=[O:29])[CH:24]=[CH:25][CH:26]=2)[CH:5]=[CH:4][N:3]=1.[NH4+:40].[OH-]. The catalyst is O1CCOCC1. The product is [NH2:40][C:2]1[N:7]=[C:6]([C:8]2[S:12][C:11]([N:13]3[CH2:18][C@H:17]([CH3:19])[O:16][C@H:15]([CH3:20])[CH2:14]3)=[N:10][C:9]=2[C:21]2[C:22]([F:39])=[C:23]([NH:27][S:28]([C:31]3[CH:36]=[C:35]([F:37])[CH:34]=[CH:33][C:32]=3[F:38])(=[O:30])=[O:29])[CH:24]=[CH:25][CH:26]=2)[CH:5]=[CH:4][N:3]=1. The yield is 0.750. (3) The reactants are [SH:1][C:2]1[N:7]=[C:6]([OH:8])[CH:5]=[C:4]([C:9]([F:12])([F:11])[F:10])[N:3]=1.C(=O)([O-])[O-].[K+].[K+].Br[CH2:20][C:21]1[C:25]([Cl:26])=[CH:24][N:23]([CH3:27])[N:22]=1. The product is [Cl:26][C:25]1[C:21]([CH2:20][S:1][C:2]2[N:7]=[C:6]([OH:8])[CH:5]=[C:4]([C:9]([F:12])([F:10])[F:11])[N:3]=2)=[N:22][N:23]([CH3:27])[CH:24]=1. The catalyst is CN(C=O)C. The yield is 0.110. (4) The reactants are [C:1]([C:3]1[CH:8]=[CH:7][CH:6]=[CH:5][C:4]=1[C:9]1[CH:14]=[CH:13][C:12]([CH2:15][CH:16]([C:22](=O)[CH2:23][CH2:24][CH3:25])[C:17](OCC)=[O:18])=[CH:11][CH:10]=1)#[N:2].[CH3:27][C:28]1[NH:29][C:30]([NH:33][CH:34]2[CH2:39][CH2:38][O:37][CH2:36][CH2:35]2)=[N:31][N:32]=1. No catalyst specified. The product is [CH3:27][C:28]1[N:29]=[C:30]2[N:33]([CH:34]3[CH2:39][CH2:38][O:37][CH2:36][CH2:35]3)[C:17](=[O:18])[C:16]([CH2:15][C:12]3[CH:13]=[CH:14][C:9]([C:4]4[C:3]([C:1]#[N:2])=[CH:8][CH:7]=[CH:6][CH:5]=4)=[CH:10][CH:11]=3)=[C:22]([CH2:23][CH2:24][CH3:25])[N:31]2[N:32]=1. The yield is 0.480. (5) The reactants are C(N(CC)CC)C.[NH2:8][CH2:9][C@@H:10]([OH:13])[CH2:11][OH:12].[Cl:14][CH2:15][C:16](Cl)=[O:17]. The catalyst is CC#N.CO. The product is [Cl:14][CH2:15][C:16]([NH:8][CH2:9][C@@H:10]([OH:13])[CH2:11][OH:12])=[O:17]. The yield is 0.780. (6) The catalyst is CO. The reactants are C(OC(OCC)[C:5]1[CH:10]=[CH:9][C:8](C2C(=O)[C:6]3[C:7](C(OC)=O)=[CH:8][CH:9]=[CH:10][C:5]=3NC2[C:5]2[CH:10]=[CH:9][CH:8]=[CH:7][CH:6]=2)=[CH:7][CH:6]=1)C.[CH2:35]([O:37][CH:38]([O:67][CH2:68][CH3:69])[C:39]1[CH:44]=[CH:43][C:42]([CH:45]2[C:54](=O)[C:53]3[C:52]([C:56]([O:58]CC)=O)=[CH:51][CH:50]=[CH:49][C:48]=3[NH:47][CH:46]2C2C=CC=CC=2)=[CH:41][CH:40]=1)[CH3:36].O.[NH2:71][NH2:72]. The product is [CH2:68]([O:67][CH:38]([O:37][CH2:35][CH3:36])[C:39]1[CH:40]=[CH:41][C:42]([CH:45]2[C:54]3=[N:71][NH:72][C:56](=[O:58])[C:52]4[CH:51]=[CH:50][CH:49]=[C:48]([C:53]=43)[NH:47][CH:46]2[C:5]2[CH:10]=[CH:9][CH:8]=[CH:7][CH:6]=2)=[CH:43][CH:44]=1)[CH3:69]. The yield is 0.650.